Dataset: Full USPTO retrosynthesis dataset with 1.9M reactions from patents (1976-2016). Task: Predict the reactants needed to synthesize the given product. Given the product [Si:17]([O:16][C@@H:14]([CH3:15])[C@H:13]([C:11]1[O:12][C:8]([C:5]2[CH:4]=[CH:3][C:2]([NH:1][C:35](=[O:37])[C:36]3[CH:6]=[CH:7][CH:2]=[CH:3][CH:4]=3)=[CH:7][CH:6]=2)=[N:9][N:10]=1)[NH:24][C:25]1[CH:32]=[C:29]([C:30]#[N:31])[C:28]([Cl:33])=[CH:27][C:26]=1[CH3:34])([C:20]([CH3:23])([CH3:21])[CH3:22])([CH3:19])[CH3:18], predict the reactants needed to synthesize it. The reactants are: [NH2:1][C:2]1[CH:7]=[CH:6][C:5]([C:8]2[O:12][C:11]([C@H:13]([NH:24][C:25]3[C:26]([CH3:34])=[CH:27][C:28]([Cl:33])=[C:29]([CH:32]=3)[C:30]#[N:31])[C@@H:14]([O:16][Si:17]([C:20]([CH3:23])([CH3:22])[CH3:21])([CH3:19])[CH3:18])[CH3:15])=[N:10][N:9]=2)=[CH:4][CH:3]=1.[C:35](Cl)(=[O:37])[CH3:36].